Dataset: Forward reaction prediction with 1.9M reactions from USPTO patents (1976-2016). Task: Predict the product of the given reaction. (1) Given the reactants [N+:1]([C:4]1[CH:9]=[CH:8][C:7]([N:10]2[CH:15]=[CH:14][C:13](=[O:16])[CH:12]=[CH:11]2)=[CH:6][CH:5]=1)([O-])=O, predict the reaction product. The product is: [NH2:1][C:4]1[CH:9]=[CH:8][C:7]([N:10]2[CH:11]=[CH:12][C:13](=[O:16])[CH:14]=[CH:15]2)=[CH:6][CH:5]=1. (2) The product is: [Cl:1][C:2]1[CH:7]=[CH:6][C:5]([S:8]([N:11]([C@H:12]([CH2:16][CH2:17][C:18]([F:21])([F:19])[F:20])[C:13]([NH2:15])=[O:14])[CH2:23][C:24]2[CH:31]=[CH:30][C:27]([C:28]#[N:29])=[CH:26][C:25]=2[F:32])(=[O:10])=[O:9])=[CH:4][CH:3]=1. Given the reactants [Cl:1][C:2]1[CH:7]=[CH:6][C:5]([S:8]([NH:11][C@H:12]([CH2:16][CH2:17][C:18]([F:21])([F:20])[F:19])[C:13]([NH2:15])=[O:14])(=[O:10])=[O:9])=[CH:4][CH:3]=1.Br[CH2:23][C:24]1[CH:31]=[CH:30][C:27]([C:28]#[N:29])=[CH:26][C:25]=1[F:32].C([O-])([O-])=O.[Cs+].[Cs+], predict the reaction product. (3) Given the reactants C(C1C=C(C)C=C(C(C)(C)C)C=1O)(C)(C)C.CN(CCCN1CN(CCCN(C)C)CN(CCCN(C)C)C1)C.[C:41]1([N:47]=[C:48]=[O:49])[CH:46]=[CH:45][CH:44]=[CH:43][CH:42]=1.[C:50]([O:54][CH2:55][CH2:56][OH:57])(=[O:53])[CH:51]=[CH2:52].[N-]=C=O, predict the reaction product. The product is: [C:50]([O:54][CH2:55][CH2:56][O:57][C:48](=[O:49])[NH:47][C:41]1[CH:46]=[CH:45][CH:44]=[CH:43][CH:42]=1)(=[O:53])[CH:51]=[CH2:52].